From a dataset of Catalyst prediction with 721,799 reactions and 888 catalyst types from USPTO. Predict which catalyst facilitates the given reaction. Reactant: [N:1]1[CH:6]=[CH:5][C:4]([C:7]2[S:8]C(N)=[CH:10][N:11]=2)=[CH:3][CH:2]=1.[C:13]([O:17][C:18]([C@@H](CC1C=CC(F)=CC=1)C(O)=O)=[O:19])([CH3:16])([CH3:15])[CH3:14].CN(C(ON1N=N[C:42]2[CH:43]=[CH:44][CH:45]=[CH:46][C:41]1=2)=[N+](C)C)C.[F:49][P-](F)(F)(F)(F)F.[CH2:56]([N:58](C(C)C)C(C)C)[CH3:57].[CH3:65][N:66](C)[CH:67]=[O:68]. Product: [F:49][C:41]1[CH:42]=[CH:43][C:44]([CH2:57][C@H:56]([NH:58][C:18](=[O:19])[O:17][C:13]([CH3:14])([CH3:15])[CH3:16])[C:67](=[O:68])[NH:66][C:65]2[S:8][C:7]([C:4]3[CH:3]=[CH:2][N:1]=[CH:6][CH:5]=3)=[N:11][CH:10]=2)=[CH:45][CH:46]=1. The catalyst class is: 6.